This data is from Full USPTO retrosynthesis dataset with 1.9M reactions from patents (1976-2016). The task is: Predict the reactants needed to synthesize the given product. Given the product [CH3:23][N:21]([CH3:22])[C:9]1[C:10]([CH2:16][C:17]([O:19][CH3:20])=[O:18])=[C:11]([N:13]([CH3:15])[CH3:14])[N:12]=[C:7]([CH2:6][C:5]2[CH:4]=[CH:3][C:2]([NH:1][C:32](=[O:33])[C:31]3[CH:35]=[CH:36][C:28]([C:27]([F:26])([F:37])[F:38])=[CH:29][CH:30]=3)=[CH:25][CH:24]=2)[N:8]=1, predict the reactants needed to synthesize it. The reactants are: [NH2:1][C:2]1[CH:25]=[CH:24][C:5]([CH2:6][C:7]2[N:12]=[C:11]([N:13]([CH3:15])[CH3:14])[C:10]([CH2:16][C:17]([O:19][CH3:20])=[O:18])=[C:9]([N:21]([CH3:23])[CH3:22])[N:8]=2)=[CH:4][CH:3]=1.[F:26][C:27]([F:38])([F:37])[C:28]1[CH:36]=[CH:35][C:31]([C:32](Cl)=[O:33])=[CH:30][CH:29]=1.C(N(CC)CC)C.